This data is from Reaction yield outcomes from USPTO patents with 853,638 reactions. The task is: Predict the reaction yield, written as a fraction of the theoretical maximum amount of product (1.0 means a 100% yield; for example, 0.34 means a 34% yield). (1) The reactants are [C:1]([O:5][C:6]([N:8]1[CH2:12][CH2:11][C:10]2([C:20]3[C:15](=[CH:16][CH:17]=[C:18]([CH2:21][CH:22]4[CH2:25][C:24](C(O)=O)([C:26]([OH:28])=[O:27])[CH2:23]4)[CH:19]=3)[N:14]([C:32]([O:34][CH2:35][CH2:36][Si:37]([CH3:40])([CH3:39])[CH3:38])=[O:33])[CH2:13]2)[CH2:9]1)=[O:7])([CH3:4])([CH3:3])[CH3:2].C(N1C=CN=C1)(N1C=CN=C1)=O.[OH-].[Na+].Cl. The catalyst is O1CCCC1.C(O)C. The product is [C:1]([O:5][C:6]([N:8]1[CH2:12][CH2:11][C:10]2([C:20]3[C:15](=[CH:16][CH:17]=[C:18]([CH2:21][CH:22]4[CH2:25][CH:24]([C:26]([OH:28])=[O:27])[CH2:23]4)[CH:19]=3)[N:14]([C:32]([O:34][CH2:35][CH2:36][Si:37]([CH3:40])([CH3:39])[CH3:38])=[O:33])[CH2:13]2)[CH2:9]1)=[O:7])([CH3:3])([CH3:2])[CH3:4]. The yield is 0.990. (2) The reactants are CC1(C)[O:6][C@@H:5]([CH2:7][N:8]2[C:16]3[C:11](=[CH:12][CH:13]=[CH:14][CH:15]=3)[C:10]3([C:28]4[C:19](=[CH:20][C:21]5[O:26][CH2:25][CH2:24][O:23][C:22]=5[CH:27]=4)[O:18][CH2:17]3)[C:9]2=[O:29])[CH2:4][O:3]1. The catalyst is C(O)(=O)C.O. The product is [OH:6][C@H:5]([CH2:4][OH:3])[CH2:7][N:8]1[C:16]2[C:11](=[CH:12][CH:13]=[CH:14][CH:15]=2)[C:10]2([C:28]3[C:19](=[CH:20][C:21]4[O:26][CH2:25][CH2:24][O:23][C:22]=4[CH:27]=3)[O:18][CH2:17]2)[C:9]1=[O:29]. The yield is 0.990. (3) The reactants are Cl.[Cl-].[K+].[I:4]Cl.[I-].I([O-])(=O)=O.[CH3:11][N:12]1[C@@H:21]([C@H:22]2[O:31][C:29](=[O:30])[C:28]3[C:27]([O:32][CH3:33])=[C:26]([O:34][CH3:35])[CH:25]=[CH:24][C:23]2=3)[C:20]2[C:19]([O:36][CH3:37])=[C:18]3[O:38][CH2:39][O:40][C:17]3=[CH:16][C:15]=2[CH2:14][CH2:13]1.N1C=CC=CC=1.ICl.N. The catalyst is C(#N)C.N1C=CC=CC=1. The product is [I:4][C:16]1[C:15]2[CH2:14][CH2:13][N:12]([CH3:11])[C@@H:21]([C@@H:22]3[C:23]4[C:28](=[C:27]([O:32][CH3:33])[C:26]([O:34][CH3:35])=[CH:25][CH:24]=4)[C:29](=[O:30])[O:31]3)[C:20]=2[C:19]([O:36][CH3:37])=[C:18]2[O:38][CH2:39][O:40][C:17]=12. The yield is 0.760. (4) The reactants are [CH3:1][C:2]([CH3:8])([CH2:5][CH:6]=[CH2:7])[CH2:3][OH:4].[CH3:9][S:10](Cl)(=[O:12])=[O:11]. The catalyst is C(Cl)Cl. The product is [CH3:9][S:10]([O:4][CH2:3][C:2]([CH3:8])([CH3:1])[CH2:5][CH:6]=[CH2:7])(=[O:12])=[O:11]. The yield is 0.608. (5) The reactants are [CH2:1]([O:8][C:9]1[C:10]([CH3:26])=[C:11]([CH:15]([C:17]2[C:25]3[C:20](=[N:21][CH:22]=[CH:23][CH:24]=3)[NH:19][CH:18]=2)[OH:16])[CH:12]=[CH:13][CH:14]=1)[C:2]1[CH:7]=[CH:6][CH:5]=[CH:4][CH:3]=1.CC(OI1(OC(C)=O)(OC(C)=O)OC(=O)C2C=CC=CC1=2)=O. The catalyst is O1CCCC1. The product is [CH2:1]([O:8][C:9]1[C:10]([CH3:26])=[C:11]([C:15]([C:17]2[C:25]3[C:20](=[N:21][CH:22]=[CH:23][CH:24]=3)[NH:19][CH:18]=2)=[O:16])[CH:12]=[CH:13][CH:14]=1)[C:2]1[CH:7]=[CH:6][CH:5]=[CH:4][CH:3]=1. The yield is 0.900.